Dataset: Full USPTO retrosynthesis dataset with 1.9M reactions from patents (1976-2016). Task: Predict the reactants needed to synthesize the given product. (1) Given the product [C:21]([C:23]1[N:27]([CH3:28])[C:26]([C:2]2[CH:7]=[CH:6][C:5]([S:8]([NH:11][CH2:12][CH:13]3[CH2:15][CH2:14]3)(=[O:10])=[O:9])=[C:4]([O:16][C:17]([F:20])([F:19])[F:18])[CH:3]=2)=[CH:25][CH:24]=1)#[N:22], predict the reactants needed to synthesize it. The reactants are: Br[C:2]1[CH:7]=[CH:6][C:5]([S:8]([NH:11][CH2:12][CH:13]2[CH2:15][CH2:14]2)(=[O:10])=[O:9])=[C:4]([O:16][C:17]([F:20])([F:19])[F:18])[CH:3]=1.[C:21]([C:23]1[N:27]([CH3:28])[C:26](B(O)O)=[CH:25][CH:24]=1)#[N:22].[F-].[K+].C(P(C(C)(C)C)C(C)(C)C)(C)(C)C. (2) Given the product [C:27]([O:26][CH2:25][C:3]1[CH:4]=[C:5]([CH2:8][N:9]2[C:15](=[O:16])[C:14]3[C:17]([F:24])=[CH:18][C:19]([CH:21]4[CH2:22][CH2:23]4)=[CH:20][C:13]=3[O:12][CH2:11][CH2:10]2)[CH:6]=[CH:7][C:2]=1[Br:1])(=[O:29])[CH3:28], predict the reactants needed to synthesize it. The reactants are: [Br:1][C:2]1[CH:7]=[CH:6][C:5]([CH2:8][N:9]2[C:15](=[O:16])[C:14]3[C:17]([F:24])=[CH:18][C:19]([CH:21]4[CH2:23][CH2:22]4)=[CH:20][C:13]=3[O:12][CH2:11][CH2:10]2)=[CH:4][C:3]=1[CH2:25][OH:26].[C:27](Cl)(=[O:29])[CH3:28]. (3) The reactants are: [CH2:1]([C:4]1[CH:18]=[CH:17][C:7]([O:8][CH2:9][C:10]([O:12][C:13]([CH3:16])([CH3:15])[CH3:14])=[O:11])=[CH:6][CH:5]=1)[CH2:2][CH3:3].[CH:19]1(C2C=CC(O)=CC=2)[CH2:24]CCC[CH2:20]1.BrCC(OC(C)(C)C)=O.C(=O)([O-])[O-].[K+].[K+]. Given the product [CH:1]1([C:4]2[CH:18]=[CH:17][C:7]([O:8][CH2:9][C:10]([O:12][C:13]([CH3:16])([CH3:15])[CH3:14])=[O:11])=[CH:6][CH:5]=2)[CH2:24][CH2:19][CH2:20][CH2:3][CH2:2]1, predict the reactants needed to synthesize it.